Dataset: Forward reaction prediction with 1.9M reactions from USPTO patents (1976-2016). Task: Predict the product of the given reaction. (1) Given the reactants [OH:1][C:2]1[CH:10]=[CH:9][C:8]([OH:11])=[CH:7][C:3]=1[C:4]([OH:6])=[O:5].C(=O)([O-])[O-].[K+].[K+].[CH2:18](Br)[CH:19]([CH3:21])[CH3:20].Cl, predict the reaction product. The product is: [CH2:18]([O:1][C:2]1[CH:10]=[CH:9][C:8]([O:11][CH2:2][CH:3]([CH3:7])[CH3:4])=[CH:7][C:3]=1[C:4]([O:6][CH2:18][CH:19]([CH3:21])[CH3:20])=[O:5])[CH:19]([CH3:21])[CH3:20]. (2) Given the reactants ClC1C(F)=CC(F)=C(C=1)C(NS(C)(=O)=O)=O.[Cl:17][C:18]1[C:19](F)=[CH:20][C:21]([F:33])=[C:22]([CH:32]=1)[C:23]([NH:25][S:26](=[O:31])(=[O:30])[N:27]([CH3:29])[CH3:28])=[O:24].C12(CO)CC3CC(CC(C3)C1)C2.[CH3:47][O:48][C:49]1[CH:54]=[CH:53][C:52]([CH2:55][CH2:56][OH:57])=[CH:51][CH:50]=1, predict the reaction product. The product is: [Cl:17][C:18]1[C:19]([O:57][CH2:56][CH2:55][C:52]2[CH:53]=[CH:54][C:49]([O:48][CH3:47])=[CH:50][CH:51]=2)=[CH:20][C:21]([F:33])=[C:22]([CH:32]=1)[C:23]([NH:25][S:26](=[O:31])(=[O:30])[N:27]([CH3:29])[CH3:28])=[O:24]. (3) Given the reactants C([O:3][C:4](=[O:35])/[C:5](/[CH3:34])=[CH:6]/[C:7]1[C:12]([F:13])=[CH:11][C:10]([C:14](=[O:32])[NH:15][C:16]2[S:17][C:18]3[CH2:28][O:27][C:26]4[C:25]([CH:29]([CH3:31])[CH3:30])=[CH:24][CH:23]=[CH:22][C:21]=4[C:19]=3[N:20]=2)=[CH:9][C:8]=1[F:33])C.CO.[OH-].[Na+].Cl, predict the reaction product. The product is: [F:33][C:8]1[CH:9]=[C:10]([C:14](=[O:32])[NH:15][C:16]2[S:17][C:18]3[CH2:28][O:27][C:26]4[C:25]([CH:29]([CH3:31])[CH3:30])=[CH:24][CH:23]=[CH:22][C:21]=4[C:19]=3[N:20]=2)[CH:11]=[C:12]([F:13])[C:7]=1/[CH:6]=[C:5](\[CH3:34])/[C:4]([OH:35])=[O:3]. (4) Given the reactants CC(C)(O[C:5]([NH:7][C@@H:8]1[CH2:14][CH2:13][CH2:12][CH2:11][N:10]([C:15]([O:17][C:18]2[CH:23]=[CH:22][CH:21]=[CH:20][CH:19]=2)=[O:16])[C:9]1=[O:24])=[O:6])C.C(O)(C(F)(F)F)=O.ClC(Cl)(OC(=O)OC(Cl)(Cl)Cl)Cl.C([O-])(O)=O.[Na+].[Cl:50][C:51]1[CH:60]=[C:59]2[C:54]([C:55]([N:62]3[CH2:67][CH2:66][NH:65][CH2:64][CH2:63]3)=[CH:56][C:57]([NH2:61])=[N:58]2)=[CH:53][CH:52]=1, predict the reaction product. The product is: [C:18]1([O:17][C:15]([N:10]2[CH2:11][CH2:12][CH2:13][CH2:14][C@H:8]([NH:7][C:5]([N:65]3[CH2:66][CH2:67][N:62]([C:55]4[C:54]5[C:59](=[CH:60][C:51]([Cl:50])=[CH:52][CH:53]=5)[N:58]=[C:57]([NH2:61])[CH:56]=4)[CH2:63][CH2:64]3)=[O:6])[C:9]2=[O:24])=[O:16])[CH:19]=[CH:20][CH:21]=[CH:22][CH:23]=1. (5) Given the reactants ClC(OCC)=O.[O:7]=[C:8]1[CH:17]([C:18](O)=[O:19])[CH2:16][C:15]2[C:10](=[CH:11][CH:12]=[C:13]([C:21]3[CH:26]=[CH:25][C:24]([C:27]([F:30])([F:29])[F:28])=[CH:23][CH:22]=3)[CH:14]=2)[NH:9]1.C(N(CC)CC)C.[BH4-].[Na+].Cl, predict the reaction product. The product is: [OH:19][CH2:18][CH:17]1[CH2:16][C:15]2[C:10](=[CH:11][CH:12]=[C:13]([C:21]3[CH:26]=[CH:25][C:24]([C:27]([F:28])([F:29])[F:30])=[CH:23][CH:22]=3)[CH:14]=2)[NH:9][C:8]1=[O:7]. (6) The product is: [F:38][C:37]1[CH:36]=[CH:35][CH:34]=[C:33]([F:39])[C:32]=1/[CH:31]=[CH:30]/[C:27]1[O:28][CH:29]=[C:25]([CH2:24][O:20][C:17]2[CH:18]=[CH:19][C:14]([CH2:13][CH2:12][CH2:11][CH2:10][N:6]3[CH:7]=[CH:8][N:9]=[C:5]3[CH2:4][CH2:3][S:2][CH3:1])=[CH:15][CH:16]=2)[N:26]=1. Given the reactants [CH3:1][S:2][CH2:3][CH2:4][C:5]1[N:6]([CH2:10][CH2:11][CH2:12][CH2:13][C:14]2[CH:19]=[CH:18][C:17]([OH:20])=[CH:16][CH:15]=2)[CH:7]=[CH:8][N:9]=1.[H-].[Na+].Cl[CH2:24][C:25]1[N:26]=[C:27](/[CH:30]=[CH:31]/[C:32]2[C:37]([F:38])=[CH:36][CH:35]=[CH:34][C:33]=2[F:39])[O:28][CH:29]=1, predict the reaction product. (7) Given the reactants [Cl:1][C:2]1[N:9]=[CH:8][CH:7]=[C:6](I)[C:3]=1[CH:4]=[O:5].[CH3:11][C:12]([C:16]1[CH:21]=[CH:20][CH:19]=[C:18](B2OCCN(C3C=CC=CC=3)CCO2)[N:17]=1)([CH3:15])[C:13]#[N:14].C1(C)C=CC=CC=1P(C1C=CC=CC=1C)C1C=CC=CC=1C.C(=O)([O-])[O-].[K+].[K+], predict the reaction product. The product is: [Cl:1][C:2]1[C:3]([CH:4]=[O:5])=[C:6]([C:18]2[CH:19]=[CH:20][CH:21]=[C:16]([C:12]([CH3:15])([CH3:11])[C:13]#[N:14])[N:17]=2)[CH:7]=[CH:8][N:9]=1. (8) Given the reactants C([O:4][C@H:5]1[C@H:10]([C:11]2[CH:16]=[CH:15][C:14]([Cl:17])=[C:13]([CH2:18][C:19]3[CH:24]=[CH:23][C:22]([CH2:25][CH3:26])=[CH:21][CH:20]=3)[CH:12]=2)[C@@H:9]([O:27]C(=O)C)[C@H:8]([CH2:31][O:32]C(=O)C)[C@@H:7]([O:36]C(=O)C)[C@@H:6]1[O:40]C(=O)C)(=O)C.[OH-].[Na+].Cl, predict the reaction product. The product is: [Cl:17][C:14]1[CH:15]=[CH:16][C:11]([C@@H:10]2[C@@H:9]([OH:27])[C@H:8]([CH2:31][OH:32])[C@@H:7]([OH:36])[C@H:6]([OH:40])[C@H:5]2[OH:4])=[CH:12][C:13]=1[CH2:18][C:19]1[CH:20]=[CH:21][C:22]([CH2:25][CH3:26])=[CH:23][CH:24]=1.